This data is from Catalyst prediction with 721,799 reactions and 888 catalyst types from USPTO. The task is: Predict which catalyst facilitates the given reaction. (1) The catalyst class is: 198. Product: [CH3:1][O:2][C:3]([C@H:5]1[CH2:9][C@@H:8]([O:10][CH3:32])[CH2:7][N:6]1[C:11]([C:24]1[CH:29]=[CH:28][CH:27]=[CH:26][CH:25]=1)([C:12]1[CH:17]=[CH:16][CH:15]=[CH:14][CH:13]=1)[C:18]1[CH:19]=[CH:20][CH:21]=[CH:22][CH:23]=1)=[O:4]. Reactant: [CH3:1][O:2][C:3]([C@H:5]1[CH2:9][C@@H:8]([OH:10])[CH2:7][N:6]1[C:11]([C:24]1[CH:29]=[CH:28][CH:27]=[CH:26][CH:25]=1)([C:18]1[CH:23]=[CH:22][CH:21]=[CH:20][CH:19]=1)[C:12]1[CH:17]=[CH:16][CH:15]=[CH:14][CH:13]=1)=[O:4].[H-].[Na+].[CH3:32]COC(C)=O. (2) Reactant: Br[C:2]1[CH:7]=[CH:6][CH:5]=[CH:4][C:3]=1[O:8][C:9]([F:12])([F:11])[F:10].C([Li])(C)(C)C.[B:18](OC(C)C)([O:23]C(C)C)[O:19]C(C)C.[OH-].[Na+]. Product: [F:10][C:9]([F:12])([F:11])[O:8][C:3]1[CH:4]=[CH:5][CH:6]=[CH:7][C:2]=1[B:18]([OH:23])[OH:19]. The catalyst class is: 132. (3) Product: [CH:1]([C:4]1[CH:9]=[CH:8][C:7]([CH2:10][CH2:11][NH:12][C:16](=[O:17])[O:18][C:19]([CH3:22])([CH3:21])[CH3:20])=[C:6]([N+:13]([O-:15])=[O:14])[CH:5]=1)([CH3:3])[CH3:2]. The catalyst class is: 7. Reactant: [CH:1]([C:4]1[CH:9]=[CH:8][C:7]([CH2:10][CH2:11][NH2:12])=[C:6]([N+:13]([O-:15])=[O:14])[CH:5]=1)([CH3:3])[CH3:2].[C:16](O[C:16]([O:18][C:19]([CH3:22])([CH3:21])[CH3:20])=[O:17])([O:18][C:19]([CH3:22])([CH3:21])[CH3:20])=[O:17].